Dataset: Forward reaction prediction with 1.9M reactions from USPTO patents (1976-2016). Task: Predict the product of the given reaction. Given the reactants [C:1]1([C:8]2[CH:13]=[CH:12][CH:11]=[CH:10][CH:9]=2)[C:2]([NH2:7])=[CH:3][CH:4]=[CH:5][CH:6]=1.[Br:14][C:15]1[CH:20]=[CH:19][C:18]([S:21](Cl)(=[O:23])=[O:22])=[CH:17][CH:16]=1.Br[CH2:26][C:27](OCC)=[O:28], predict the reaction product. The product is: [Br:14][C:15]1[CH:20]=[CH:19][C:18]([S:21]([N:7]2[CH2:26][C:27](=[O:28])[C:13]3[CH:12]=[CH:11][CH:10]=[CH:9][C:8]=3[C:1]3[CH:6]=[CH:5][CH:4]=[CH:3][C:2]2=3)(=[O:23])=[O:22])=[CH:17][CH:16]=1.